This data is from Catalyst prediction with 721,799 reactions and 888 catalyst types from USPTO. The task is: Predict which catalyst facilitates the given reaction. (1) Reactant: [ClH:1].[C:2]([CH2:5][CH2:6][CH2:7][CH2:8][N:9]([CH2:37][C:38]1[CH:46]=[CH:45][C:41]([C:42]([OH:44])=[O:43])=[CH:40][CH:39]=1)[CH2:10][CH2:11][C:12]1[CH:17]=[CH:16][CH:15]=[CH:14][C:13]=1[O:18][CH2:19][C:20]1[CH:25]=[CH:24][C:23]([C:26]2[CH:31]=[CH:30][C:29]([C:32]([F:35])([F:34])[F:33])=[CH:28][CH:27]=2)=[CH:22][C:21]=1[F:36])([OH:4])=[O:3]. Product: [ClH:1].[C:2]([CH2:5][CH2:6][CH2:7][CH2:8][N:9]([CH2:37][C:38]1[CH:46]=[CH:45][C:41]([C:42]([OH:44])=[O:43])=[CH:40][CH:39]=1)[CH2:10][CH2:11][C:12]1[CH:17]=[CH:16][CH:15]=[CH:14][C:13]=1[O:18][CH2:19][C:20]1[CH:25]=[CH:24][C:23]([C:26]2[CH:31]=[CH:30][C:29]([C:32]([F:34])([F:35])[F:33])=[CH:28][CH:27]=2)=[CH:22][C:21]=1[F:36])([OH:4])=[O:3]. The catalyst class is: 12. (2) Reactant: [NH2:1][C:2]1[CH:17]=[CH:16][C:5]([C:6]([O:8][CH2:9][C:10]2[CH:15]=[CH:14][CH:13]=[CH:12][CH:11]=2)=[O:7])=[CH:4][CH:3]=1.CCN(C(C)C)C(C)C.Cl[C:28]1[N:33]=[C:32]([Cl:34])[C:31]([C:35]([F:38])([F:37])[F:36])=[CH:30][N:29]=1.ClCCl. Product: [Cl:34][C:32]1[C:31]([C:35]([F:37])([F:36])[F:38])=[CH:30][N:29]=[C:28]([NH:1][C:2]2[CH:17]=[CH:16][C:5]([C:6]([O:8][CH2:9][C:10]3[CH:15]=[CH:14][CH:13]=[CH:12][CH:11]=3)=[O:7])=[CH:4][CH:3]=2)[N:33]=1. The catalyst class is: 44. (3) Reactant: C([O:3][C:4](=[O:14])[CH2:5][C:6]1[CH:7]=[N:8][C:9]([Cl:13])=[C:10]([F:12])[CH:11]=1)C. Product: [Cl:13][C:9]1[N:8]=[CH:7][C:6]([CH2:5][C:4]([OH:14])=[O:3])=[CH:11][C:10]=1[F:12]. The catalyst class is: 33. (4) Reactant: [C:1]1(=[O:11])[NH:5][C:4](=[O:6])[C:3]2=[CH:7][CH:8]=[CH:9][CH:10]=[C:2]12.[K].Cl[CH2:14][C:15]([O:21][CH3:22])=[CH:16][C:17]([O:19][CH3:20])=[O:18].O. Product: [O:6]=[C:4]1[C:3]2[C:2](=[CH:10][CH:9]=[CH:8][CH:7]=2)[C:1](=[O:11])[N:5]1[CH2:14]/[C:15](/[O:21][CH3:22])=[CH:16]/[C:17]([O:19][CH3:20])=[O:18]. The catalyst class is: 3. (5) Reactant: [F:1][C:2]1[CH:3]=[C:4]([C:8]2[N:13]=[N:12][C:11]([NH:14][NH2:15])=[N:10][CH:9]=2)[CH:5]=[CH:6][CH:7]=1.[OH-].[K+].[C:18](=S)=[S:19]. Product: [F:1][C:2]1[CH:3]=[C:4]([C:8]2[CH:9]=[N:10][C:11]3[N:12]([C:18]([SH:19])=[N:15][N:14]=3)[N:13]=2)[CH:5]=[CH:6][CH:7]=1. The catalyst class is: 8. (6) The catalyst class is: 83. Product: [C:37]([O:36][C:34]([NH:33][C:24]([N:20]1[CH2:19][CH2:18][C:17]2[C:22](=[CH:23][C:14]([O:13][CH2:12][CH:9]3[CH2:8][CH2:7][N:6]([CH2:5][CH2:4][OH:3])[CH2:11][CH2:10]3)=[CH:15][CH:16]=2)[CH2:21]1)=[N:25][C:26]([O:28][C:29]([CH3:32])([CH3:31])[CH3:30])=[O:27])=[O:35])([CH3:38])([CH3:39])[CH3:40]. Reactant: C([O:3][C:4](=O)[CH2:5][N:6]1[CH2:11][CH2:10][CH:9]([CH2:12][O:13][C:14]2[CH:23]=[C:22]3[C:17]([CH2:18][CH2:19][N:20]([C:24](=[N:33][C:34]([O:36][C:37]([CH3:40])([CH3:39])[CH3:38])=[O:35])[NH:25][C:26]([O:28][C:29]([CH3:32])([CH3:31])[CH3:30])=[O:27])[CH2:21]3)=[CH:16][CH:15]=2)[CH2:8][CH2:7]1)C.[BH4-].[Li+].O. (7) Reactant: [NH2:1][C:2]1[S:6][N:5]=[C:4](/[C:7](=[N:38]/[O:39][C:40]([C:43]([O:45]C(C)(C)C)=[O:44])([CH3:42])[CH3:41])/[C:8]([NH:10][C@@H:11]2[C:36](=[O:37])[N:13]3[C:14]([C:20]([O:22]C(C4C=CC=CC=4)C4C=CC=CC=4)=[O:21])=[C:15]([CH2:18]I)[CH2:16][S:17][C@H:12]23)=[O:9])[N:3]=1.C[Si](C)(C)NC(=O)C.[CH3:58][N:59]1[C:63]([NH:64]C(C2C=CC=CC=2)(C2C=CC=CC=2)C2C=CC=CC=2)=[C:62]([NH:84][C:85]([N:87]2[CH2:91][CH2:90][C@@H:89]([NH:92]C(=O)OC(C)(C)C)[CH2:88]2)=[O:86])[CH:61]=[N:60]1.C(OCC)(=O)C. Product: [NH2:64][C:63]1[N:59]([CH3:58])[N+:60]([CH2:18][C:15]2[CH2:16][S:17][C@@H:12]3[C@H:11]([NH:10][C:8](=[O:9])/[C:7](/[C:4]4[N:3]=[C:2]([NH2:1])[S:6][N:5]=4)=[N:38]\[O:39][C:40]([C:43]([OH:45])=[O:44])([CH3:42])[CH3:41])[C:36](=[O:37])[N:13]3[C:14]=2[C:20]([O-:22])=[O:21])=[CH:61][C:62]=1[NH:84][C:85]([N:87]1[CH2:91][CH2:90][C@@H:89]([NH2:92])[CH2:88]1)=[O:86]. The catalyst class is: 35. (8) Reactant: [Br:1]N1C(=O)CCC1=O.[CH3:9][N:10]([CH3:22])[CH:11]=[N:12][C:13]1[CH:14]=[C:15]2[CH:21]=[CH:20][NH:19][C:16]2=[CH:17][N:18]=1.[C:23]1([S:29](Cl)(=[O:31])=[O:30])[CH:28]=[CH:27][CH:26]=[CH:25][CH:24]=1.C([O-])([O-])=O.[Na+].[Na+]. Product: [C:23]1([S:29]([N:19]2[C:16]3=[CH:17][N:18]=[C:13]([N:12]=[CH:11][N:10]([CH3:22])[CH3:9])[CH:14]=[C:15]3[C:21]([Br:1])=[CH:20]2)(=[O:31])=[O:30])[CH:28]=[CH:27][CH:26]=[CH:25][CH:24]=1. The catalyst class is: 3. (9) Reactant: [S:1]1[CH:5]=[CH:4][CH:3]=[C:2]1[C:6]([C:8]1[CH:16]=[CH:15][CH:14]=[CH:13][C:9]=1[C:10]([OH:12])=O)=[O:7].P(Cl)(Cl)(Cl)(Cl)Cl.[Cl-].[Al+3].[Cl-].[Cl-]. Product: [S:1]1[CH:5]=[CH:4][C:3]2[C:10](=[O:12])[C:9]3[C:8]([C:6](=[O:7])[C:2]1=2)=[CH:16][CH:15]=[CH:14][CH:13]=3. The catalyst class is: 641.